This data is from Cav3 T-type calcium channel HTS with 100,875 compounds. The task is: Binary Classification. Given a drug SMILES string, predict its activity (active/inactive) in a high-throughput screening assay against a specified biological target. (1) The result is 0 (inactive). The compound is O1C(OCC)C(C(c2c(=O)c3c(oc2)cccc3)C=C1C(=O)N)CCCO. (2) The molecule is O(c1c(OC(=O)c2ccccc2)ccc(c1)/C=N\NC(=O)CNc1ccc(cc1)C)CC. The result is 0 (inactive). (3) The compound is S(=O)(=O)(N1CCOCC1)c1cc2c(oc(c2C)C(=O)Nc2cc(c(cc2)C)C)cc1. The result is 0 (inactive). (4) The drug is S(=O)(=O)(N(C)C)c1ccc(NC(=O)Cn2c(noc2=O)c2ccccc2)cc1. The result is 0 (inactive). (5) The drug is O=C(N1CCN(CC1)c1n2nc(c(c2nc(c1)C)c1ccccc1)C)c1occc1. The result is 0 (inactive). (6) The molecule is [O-][N+](=O)c1c(N2CCCCC2)cc(N2CCCCC2)c(c1)/C=C(\c1nn(c(N)c1C#N)c1ccccc1)C#N. The result is 0 (inactive). (7) The molecule is S1(=O)(=O)N=C(NCCOC(=O)CN2CCCCCC2)c2c1cccc2. The result is 0 (inactive). (8) The molecule is N1(C(C(C)C)c2n(nnn2)C2CCCCC2)CCCc2c1cccc2. The result is 0 (inactive).